Dataset: Forward reaction prediction with 1.9M reactions from USPTO patents (1976-2016). Task: Predict the product of the given reaction. (1) Given the reactants [CH3:1][C:2]1[CH:3]=[C:4]([CH:10]=[CH:11][C:12]=1[CH:13]=[CH2:14])[C:5]([N:7]([CH3:9])[CH3:8])=[O:6].[C:15]1([Si:21]([C:29]2[CH:34]=[CH:33][CH:32]=[CH:31][CH:30]=2)([C:23]2[CH:28]=[CH:27][CH:26]=[CH:25][CH:24]=2)[SH:22])[CH:20]=[CH:19][CH:18]=[CH:17][CH:16]=1.CC(N=NC(C#N)(C)C)(C#N)C.N#N, predict the reaction product. The product is: [CH3:1][C:2]1[CH:3]=[C:4]([CH:10]=[CH:11][C:12]=1[CH2:13][CH2:14][S:22][Si:21]([C:23]1[CH:24]=[CH:25][CH:26]=[CH:27][CH:28]=1)([C:29]1[CH:34]=[CH:33][CH:32]=[CH:31][CH:30]=1)[C:15]1[CH:16]=[CH:17][CH:18]=[CH:19][CH:20]=1)[C:5]([N:7]([CH3:9])[CH3:8])=[O:6]. (2) Given the reactants Cl[C:2]1[N:7]=[C:6]([NH:8][CH2:9][CH2:10][CH2:11][C:12]2[CH:17]=[CH:16][CH:15]=[C:14]([O:18][CH3:19])[CH:13]=2)[C:5]([Cl:20])=[CH:4][N:3]=1.[NH2:21][C:22]1[CH:23]=[C:24]([CH2:28][CH2:29][OH:30])[CH:25]=[CH:26][CH:27]=1.O.C1(C)C=CC(S(O)(=O)=O)=CC=1, predict the reaction product. The product is: [Cl:20][C:5]1[C:6]([NH:8][CH2:9][CH2:10][CH2:11][C:12]2[CH:17]=[CH:16][CH:15]=[C:14]([O:18][CH3:19])[CH:13]=2)=[N:7][C:2]([NH:21][C:22]2[CH:23]=[C:24]([CH2:28][CH2:29][OH:30])[CH:25]=[CH:26][CH:27]=2)=[N:3][CH:4]=1. (3) Given the reactants [C:1]([O:5][C:6](=[O:31])[N:7]([CH:9]1[CH2:14][CH2:13][CH:12]([NH:15][CH2:16][C:17]2[CH:22]=[C:21]([C:23]3[CH:24]=[N:25][CH:26]=[CH:27][CH:28]=3)[CH:20]=[CH:19][C:18]=2[O:29][CH3:30])[CH2:11][CH2:10]1)[CH3:8])([CH3:4])([CH3:3])[CH3:2].[Cl:32][C:33]1[C:34]2[C:44]([F:45])=[CH:43][CH:42]=[C:41]([F:46])[C:35]=2[S:36][C:37]=1[C:38](Cl)=[O:39], predict the reaction product. The product is: [C:1]([O:5][C:6](=[O:31])[N:7]([CH:9]1[CH2:10][CH2:11][CH:12]([N:15]([C:38]([C:37]2[S:36][C:35]3[C:41]([F:46])=[CH:42][CH:43]=[C:44]([F:45])[C:34]=3[C:33]=2[Cl:32])=[O:39])[CH2:16][C:17]2[CH:22]=[C:21]([C:23]3[CH:24]=[N:25][CH:26]=[CH:27][CH:28]=3)[CH:20]=[CH:19][C:18]=2[O:29][CH3:30])[CH2:13][CH2:14]1)[CH3:8])([CH3:4])([CH3:3])[CH3:2]. (4) Given the reactants [C:1]1([C@@H:7]([CH:9]2[CH2:14][CH2:13][O:12][CH2:11][CH2:10]2)[OH:8])[CH:6]=[CH:5][CH:4]=[CH:3][CH:2]=1.C(N(CC)CC)C.[S:22](Cl)([CH3:25])(=[O:24])=[O:23], predict the reaction product. The product is: [CH3:25][S:22]([O:8][C@@H:7]([C:1]1[CH:2]=[CH:3][CH:4]=[CH:5][CH:6]=1)[CH:9]1[CH2:14][CH2:13][O:12][CH2:11][CH2:10]1)(=[O:24])=[O:23]. (5) Given the reactants [CH3:1][C@@H:2]1[CH2:6][N:5]([C:7](OC(C)(C)C)=[O:8])[C@H:4]([C:14]2[NH:18][C:17]3[C:19]4[C:24]([CH:25]=[CH:26][C:16]=3[N:15]=2)=[CH:23][C:22]2[C:27]3[C:32]([CH2:33][O:34][C:21]=2[CH:20]=4)=[CH:31][C:30]([B:35]2[O:39][C:38]([CH3:41])([CH3:40])[C:37]([CH3:43])([CH3:42])[O:36]2)=[CH:29][CH:28]=3)[CH2:3]1.Cl.[CH3:45][O:46][C:47]([NH:49][C@@H:50]([CH:54]([CH3:56])[CH3:55])C(O)=O)=[O:48].CN(C(ON1N=NC2C=CC=NC1=2)=[N+](C)C)C.F[P-](F)(F)(F)(F)F.CCN(C(C)C)C(C)C, predict the reaction product. The product is: [CH3:45][O:46][C:47](=[O:48])[NH:49][C@@H:50]([CH:54]([CH3:56])[CH3:55])[C:7]([N:5]1[CH2:6][C@@H:2]([CH3:1])[CH2:3][C@H:4]1[C:14]1[NH:18][C:17]2[C:19]3[C:24]([CH:25]=[CH:26][C:16]=2[N:15]=1)=[CH:23][C:22]1[C:27]2[C:32]([CH2:33][O:34][C:21]=1[CH:20]=3)=[CH:31][C:30]([B:35]1[O:39][C:38]([CH3:40])([CH3:41])[C:37]([CH3:42])([CH3:43])[O:36]1)=[CH:29][CH:28]=2)=[O:8]. (6) Given the reactants [N:1]1([C:16]([O:18][CH:19]2[CH:26]3[CH2:27][CH:22]4[CH2:23][CH:24]([CH2:28][CH:20]2[CH2:21]4)[CH2:25]3)=[O:17])[CH2:6][CH2:5][C:4]2([C:15]3[C:10](=[CH:11][CH:12]=[CH:13][CH:14]=3)[CH2:9][NH:8][CH2:7]2)[CH2:3][CH2:2]1.Cl[C:30]1[N:35]=[CH:34][C:33]([C:36]#[N:37])=[CH:32][CH:31]=1.CCN(C(C)C)C(C)C, predict the reaction product. The product is: [C:36]([C:33]1[CH:32]=[CH:31][C:30]([N:8]2[CH2:7][C:4]3([CH2:5][CH2:6][N:1]([C:16]([O:18][CH:19]4[CH:20]5[CH2:28][CH:24]6[CH2:23][CH:22]([CH2:27][CH:26]4[CH2:25]6)[CH2:21]5)=[O:17])[CH2:2][CH2:3]3)[C:15]3[C:10](=[CH:11][CH:12]=[CH:13][CH:14]=3)[CH2:9]2)=[N:35][CH:34]=1)#[N:37]. (7) The product is: [CH:1]([N:4]1[C:8]2[C:13](=[CH:12][C:11]3[O:14][CH2:15][O:16][C:10]=3[CH:9]=2)[CH:27]([C:19]2[CH:18]=[N:17][C:26]3[C:21]([CH:20]=2)=[CH:22][CH:23]=[CH:24][CH:25]=3)[NH:7][C:5]1=[O:6])([CH3:3])[CH3:2]. Given the reactants [CH:1]([N:4]([C:8]1[CH:13]=[CH:12][C:11]2[O:14][CH2:15][O:16][C:10]=2[CH:9]=1)[C:5]([NH2:7])=[O:6])([CH3:3])[CH3:2].[N:17]1[C:26]2[C:21](=[CH:22][CH:23]=[CH:24][CH:25]=2)[CH:20]=[C:19]([CH:27]=O)[CH:18]=1, predict the reaction product. (8) Given the reactants Cl[C:2]1[N:7]=[CH:6][C:5]([C:8]([OH:10])=[O:9])=[CH:4][N:3]=1.[NH:11]1[CH:15]=[CH:14][CH:13]=[N:12]1.C(=O)([O-])[O-].[Cs+].[Cs+], predict the reaction product. The product is: [N:11]1([C:2]2[N:7]=[CH:6][C:5]([C:8]([OH:10])=[O:9])=[CH:4][N:3]=2)[CH:15]=[CH:14][CH:13]=[N:12]1.